Dataset: Reaction yield outcomes from USPTO patents with 853,638 reactions. Task: Predict the reaction yield, written as a fraction of the theoretical maximum amount of product (1.0 means a 100% yield; for example, 0.34 means a 34% yield). (1) The reactants are [CH3:1][C:2]1[N:6]([C:7]2[CH:8]=[C:9]([CH2:13][C:14]#[N:15])[CH:10]=[CH:11][CH:12]=2)[N:5]=[N:4][N:3]=1. The catalyst is C1COCC1. The product is [CH3:1][C:2]1[N:6]([C:7]2[CH:8]=[C:9]([CH2:13][CH2:14][NH2:15])[CH:10]=[CH:11][CH:12]=2)[N:5]=[N:4][N:3]=1. The yield is 0.460. (2) The reactants are [NH2:1][C:2]1[CH:6]=[CH:5][NH:4][N:3]=1.[C:7]1(=O)[C:15]2[C:10](=[CH:11][CH:12]=[CH:13][CH:14]=2)[C:9](=[O:16])[O:8]1. The catalyst is C(O)(=O)C. The product is [NH:4]1[CH:5]=[CH:6][C:2]([N:1]2[C:7](=[O:8])[C:15]3[C:10](=[CH:11][CH:12]=[CH:13][CH:14]=3)[C:9]2=[O:16])=[N:3]1. The yield is 0.980. (3) The reactants are [CH:1]1[C:10]2[C:5](=[CH:6][CH:7]=[CH:8][CH:9]=2)[CH:4]=[C:3]([C:11]([OH:13])=O)[N:2]=1.CN(C(ON1N=NC2C=CC=CC1=2)=[N+](C)C)C.F[P-](F)(F)(F)(F)F.CCN(C(C)C)C(C)C.[CH2:47]([O:49][C:50]([C:52]1[C:60]2[N:59]=[C:58]([NH2:61])[NH:57][C:56]=2[CH:55]=[C:54]([S:62][CH2:63][CH3:64])[CH:53]=1)=[O:51])[CH3:48]. The catalyst is CN(C=O)C. The product is [CH2:47]([O:49][C:50]([C:52]1[C:60]2[NH:59][C:58]([NH:61][C:11]([C:3]3[N:2]=[CH:1][C:10]4[C:5]([CH:4]=3)=[CH:6][CH:7]=[CH:8][CH:9]=4)=[O:13])=[N:57][C:56]=2[CH:55]=[C:54]([S:62][CH2:63][CH3:64])[CH:53]=1)=[O:51])[CH3:48]. The yield is 0.830. (4) The reactants are Cl.[NH2:2][C:3]1[C:4]([C:13]([NH:15][C@:16]([CH:22]2[CH2:27][CH2:26][CH2:25][CH2:24][CH2:23]2)([C:18]([O:20][CH3:21])=[O:19])[CH3:17])=[O:14])=[CH:5][C:6]2[C:11]([CH:12]=1)=[CH:10][CH:9]=[CH:8][CH:7]=2.[Cl:28][C:29]1[CH:34]=[C:33]([Cl:35])[CH:32]=[C:31]([Cl:36])[C:30]=1[N:37]=[C:38]=[O:39].CCCCCC.C(OCC)(=O)C. The catalyst is N1C=CC=CC=1. The product is [CH:22]1([C@@:16]([C:18]([O:20][CH3:21])=[O:19])([CH3:17])[NH:15][C:13]([C:4]2[C:3]([NH:2][C:38]([NH:37][C:30]3[C:31]([Cl:36])=[CH:32][C:33]([Cl:35])=[CH:34][C:29]=3[Cl:28])=[O:39])=[CH:12][C:11]3[C:6](=[CH:7][CH:8]=[CH:9][CH:10]=3)[CH:5]=2)=[O:14])[CH2:23][CH2:24][CH2:25][CH2:26][CH2:27]1. The yield is 0.800. (5) The reactants are [C:1]([O:5][C:6]([N:8]1[CH2:13][CH2:12][N:11]([C:14]([C:17](OCC)=[O:18])([CH3:16])[CH3:15])[CH2:10][CH2:9]1)=[O:7])([CH3:4])([CH3:3])[CH3:2].[H-].[H-].[H-].[H-].[Li+].[Al+3]. The catalyst is C1COCC1. The product is [C:1]([O:5][C:6]([N:8]1[CH2:9][CH2:10][N:11]([C:14]([CH3:16])([CH3:15])[CH2:17][OH:18])[CH2:12][CH2:13]1)=[O:7])([CH3:4])([CH3:3])[CH3:2]. The yield is 0.500. (6) The reactants are C(N(CC)CC)C.[CH3:8][C@H:9]1[C:17]2[C:16]([N:18]3[CH2:23][CH2:22][N:21]([C:24]([O:26][C:27]([CH3:30])([CH3:29])[CH3:28])=[O:25])[CH2:20][CH2:19]3)=[N:15][CH:14]=[N:13][C:12]=2[C:11](=[O:31])[CH2:10]1.O[C@H]1C2N=CN=C(N3CCN(C(OC(C)(C)C)=O)CC3)C=2[C@H](C)C1. The catalyst is C(Cl)Cl. The product is [OH:31][C@@H:11]1[C:12]2[N:13]=[CH:14][N:15]=[C:16]([N:18]3[CH2:23][CH2:22][N:21]([C:24]([O:26][C:27]([CH3:30])([CH3:29])[CH3:28])=[O:25])[CH2:20][CH2:19]3)[C:17]=2[C@H:9]([CH3:8])[CH2:10]1. The yield is 0.953. (7) The reactants are Br[C:2]1[CH:3]=[C:4]2[C:8](=[CH:9][CH:10]=1)[N:7]([CH:11]1[CH2:16][CH2:15][CH2:14][CH2:13][O:12]1)[N:6]=[C:5]2[C:17]1[CH:22]=[CH:21][C:20]([F:23])=[CH:19][CH:18]=1.C([Li])CCC.CCCCCC.[C:35]1([CH2:41][CH:42]=[O:43])[CH:40]=[CH:39][CH:38]=[CH:37][CH:36]=1. The product is [F:23][C:20]1[CH:21]=[CH:22][C:17]([C:5]2[C:4]3[C:8](=[CH:9][CH:10]=[C:2]([CH:42]([OH:43])[CH2:41][C:35]4[CH:40]=[CH:39][CH:38]=[CH:37][CH:36]=4)[CH:3]=3)[N:7]([CH:11]3[CH2:16][CH2:15][CH2:14][CH2:13][O:12]3)[N:6]=2)=[CH:18][CH:19]=1. The yield is 0.440. The catalyst is O1CCCC1. (8) The reactants are [CH3:1][C:2]1[O:3][C:4]2[C:13]3[C:12](=[CH:14][CH2:15][NH:16][C:17](=[O:19])[CH3:18])[CH2:11][CH2:10][C:9]=3[CH:8]=[CH:7][C:5]=2[N:6]=1.S(=O)(=O)(O)O.C(=O)([O-])O.[Na+]. The product is [CH3:1][C:2]1[O:3][C:4]2[C:13]3[C:12]([CH2:14][CH2:15][NH:16][C:17](=[O:19])[CH3:18])=[CH:11][CH2:10][C:9]=3[CH:8]=[CH:7][C:5]=2[N:6]=1. The yield is 0.630. The catalyst is C1(C)C=CC=CC=1. (9) The reactants are [Si:1]([O:8][CH2:9][CH2:10][NH2:11])([C:4]([CH3:7])([CH3:6])[CH3:5])([CH3:3])[CH3:2].C(N(CC)CC)C.[C:19]1([CH2:25][S:26](Cl)(=[O:28])=[O:27])[CH:24]=[CH:23][CH:22]=[CH:21][CH:20]=1.CC(OC)(C)C. The catalyst is O1CCCC1.CC(C)=O.CCCCCCC. The product is [Si:1]([O:8][CH2:9][CH2:10][NH:11][S:26]([CH2:25][C:19]1[CH:24]=[CH:23][CH:22]=[CH:21][CH:20]=1)(=[O:28])=[O:27])([C:4]([CH3:6])([CH3:7])[CH3:5])([CH3:3])[CH3:2]. The yield is 0.810. (10) The reactants are C(OC([N:8]1[CH2:13][CH2:12][N:11]([CH:14]([C:16](=[O:28])[NH:17][CH:18]2[CH:25]3[CH2:26][CH:21]4[CH2:22][CH:23]([CH2:27][CH:19]2[CH2:20]4)[CH2:24]3)[CH3:15])[CH2:10][CH2:9]1)=O)(C)(C)C.[ClH:29]. The catalyst is O1CCOCC1. The product is [ClH:29].[CH:19]12[CH2:27][CH:23]3[CH2:22][CH:21]([CH2:26][CH:25]([CH2:24]3)[CH:18]1[NH:17][C:16](=[O:28])[CH:14]([N:11]1[CH2:12][CH2:13][NH:8][CH2:9][CH2:10]1)[CH3:15])[CH2:20]2. The yield is 0.990.